Dataset: Reaction yield outcomes from USPTO patents with 853,638 reactions. Task: Predict the reaction yield, written as a fraction of the theoretical maximum amount of product (1.0 means a 100% yield; for example, 0.34 means a 34% yield). (1) The reactants are O/[C:2](=[CH:8]\[C:9](=O)[C:10]1[CH:15]=[CH:14][CH:13]=[CH:12][CH:11]=1)/[C:3]([O:5][CH2:6][CH3:7])=[O:4].Cl.[C:18]([NH:22][NH2:23])([CH3:21])([CH3:20])[CH3:19].CCCCCC.CCOC(C)=O. The catalyst is C(O)C. The product is [C:18]([N:22]1[C:9]([C:10]2[CH:15]=[CH:14][CH:13]=[CH:12][CH:11]=2)=[CH:8][C:2]([C:3]([O:5][CH2:6][CH3:7])=[O:4])=[N:23]1)([CH3:21])([CH3:20])[CH3:19]. The yield is 0.860. (2) The reactants are [CH2:1]([O:8][C:9]([NH:11][C@H:12]([C:19]([OH:21])=[O:20])[CH2:13][O:14][C:15]([CH3:18])([CH3:17])[CH3:16])=[O:10])[C:2]1[CH:7]=[CH:6][CH:5]=[CH:4][CH:3]=1.[CH:22]1(O)[CH2:26][CH2:25][CH2:24][CH2:23]1.C(Cl)CCl.O. The catalyst is CN(C1C=CN=CC=1)C.C(Cl)Cl. The product is [CH2:1]([O:8][C:9]([NH:11][C@H:12]([C:19]([O:21][CH:22]1[CH2:26][CH2:25][CH2:24][CH2:23]1)=[O:20])[CH2:13][O:14][C:15]([CH3:17])([CH3:16])[CH3:18])=[O:10])[C:2]1[CH:3]=[CH:4][CH:5]=[CH:6][CH:7]=1. The yield is 0.690. (3) The reactants are [N:1]12[CH2:8][CH2:7][C:4]([C:9]([C:17]3[CH:22]=[CH:21][CH:20]=[CH:19][CH:18]=3)([C:11]3[CH:16]=[CH:15][CH:14]=[CH:13][CH:12]=3)[OH:10])([CH2:5][CH2:6]1)[CH2:3][CH2:2]2.[Br:23][CH2:24][CH2:25][CH2:26][C:27]1[CH:32]=[CH:31][CH:30]=[CH:29][CH:28]=1. The catalyst is CC#N. The product is [Br-:23].[OH:10][C:9]([C:17]1[CH:22]=[CH:21][CH:20]=[CH:19][CH:18]=1)([C:11]1[CH:12]=[CH:13][CH:14]=[CH:15][CH:16]=1)[C:4]12[CH2:5][CH2:6][N+:1]([CH2:24][CH2:25][CH2:26][C:27]3[CH:32]=[CH:31][CH:30]=[CH:29][CH:28]=3)([CH2:2][CH2:3]1)[CH2:8][CH2:7]2. The yield is 0.722. (4) The reactants are [C:1]([O:5][C:6]([NH:8][CH:9]([CH2:13][C:14]1[C:19]([CH3:20])=[CH:18][C:17]([OH:21])=[CH:16][C:15]=1[CH3:22])[C:10]([OH:12])=O)=[O:7])([CH3:4])([CH3:3])[CH3:2].[CH:23]([NH:26][CH:27]([C:29]1[NH:30][CH:31]=[C:32]([C:34]2[CH:39]=[CH:38][CH:37]=[CH:36][CH:35]=2)[N:33]=1)[CH3:28])([CH3:25])[CH3:24].ON1C2C=CC=CC=2N=N1.Cl.CN(C)CCCN=C=NCC. The catalyst is CN(C=O)C. The product is [C:1]([O:5][C:6](=[O:7])[NH:8][CH:9]([C:10](=[O:12])[N:26]([CH:23]([CH3:25])[CH3:24])[CH:27]([C:29]1[NH:30][CH:31]=[C:32]([C:34]2[CH:39]=[CH:38][CH:37]=[CH:36][CH:35]=2)[N:33]=1)[CH3:28])[CH2:13][C:14]1[C:19]([CH3:20])=[CH:18][C:17]([OH:21])=[CH:16][C:15]=1[CH3:22])([CH3:2])([CH3:3])[CH3:4]. The yield is 0.500. (5) The reactants are Cl.[CH2:2]([O:9][C:10]1[CH:19]=[C:18]2[C:13]([C:14]([Cl:20])=[N:15][CH:16]=[N:17]2)=[CH:12][C:11]=1[O:21][CH3:22])[C:3]1[CH:8]=[CH:7][CH:6]=[CH:5][CH:4]=1.[Cl:23][C:24]1[C:25]([F:31])=[C:26]([CH:28]=[CH:29][CH:30]=1)[NH2:27]. The catalyst is O1CCOCC1.C(#N)C. The product is [ClH:20].[CH2:2]([O:9][C:10]1[CH:19]=[C:18]2[C:13]([C:14]([NH:27][C:26]3[CH:28]=[CH:29][CH:30]=[C:24]([Cl:23])[C:25]=3[F:31])=[N:15][CH:16]=[N:17]2)=[CH:12][C:11]=1[O:21][CH3:22])[C:3]1[CH:8]=[CH:7][CH:6]=[CH:5][CH:4]=1. The yield is 0.960. (6) The reactants are Cl.Cl.[NH2:3][C@H:4]([C:10]([OH:12])=[O:11])[CH2:5][CH2:6][CH2:7][CH2:8][NH2:9].C(N(CC)CC)C.[C:20]1([C:26](Cl)([C:33]2[CH:38]=[CH:37][CH:36]=[CH:35][CH:34]=2)[C:27]2[CH:32]=[CH:31][CH:30]=[CH:29][CH:28]=2)[CH:25]=[CH:24][CH:23]=[CH:22][CH:21]=1.CO. The catalyst is ClCCl. The product is [C:26]([NH:9][CH2:8][CH2:7][CH2:6][CH2:5][C@@H:4]([C:10]([OH:12])=[O:11])[NH2:3])([C:20]1[CH:25]=[CH:24][CH:23]=[CH:22][CH:21]=1)([C:33]1[CH:34]=[CH:35][CH:36]=[CH:37][CH:38]=1)[C:27]1[CH:28]=[CH:29][CH:30]=[CH:31][CH:32]=1. The yield is 0.430. (7) The reactants are C(O[CH:5]1[N:11]=[C:10]([C:12]2[CH:17]=[CH:16][CH:15]=[CH:14][C:13]=2[F:18])[C:9]2[CH:19]=[CH:20][CH:21]=[C:22]([CH:23]([CH3:25])[CH3:24])[C:8]=2[NH:7][C:6]1=[O:26])(=O)C.[I-].[Na+].[K].[C:30]1(=[O:40])[NH:34][C:33](=[O:35])[C:32]2=[CH:36][CH:37]=[CH:38][CH:39]=[C:31]12. The catalyst is CN(C)C=O. The product is [C:30]1(=[O:40])[N:34]([CH:5]2[N:11]=[C:10]([C:12]3[CH:17]=[CH:16][CH:15]=[CH:14][C:13]=3[F:18])[C:9]3[CH:19]=[CH:20][CH:21]=[C:22]([CH:23]([CH3:25])[CH3:24])[C:8]=3[NH:7][C:6]2=[O:26])[C:33](=[O:35])[C:32]2=[CH:36][CH:37]=[CH:38][CH:39]=[C:31]12. The yield is 0.906.